This data is from NCI-60 drug combinations with 297,098 pairs across 59 cell lines. The task is: Regression. Given two drug SMILES strings and cell line genomic features, predict the synergy score measuring deviation from expected non-interaction effect. (1) Drug 1: CC(CN1CC(=O)NC(=O)C1)N2CC(=O)NC(=O)C2. Drug 2: CC(C)CN1C=NC2=C1C3=CC=CC=C3N=C2N. Cell line: HOP-92. Synergy scores: CSS=10.9, Synergy_ZIP=-5.05, Synergy_Bliss=-8.24, Synergy_Loewe=-7.10, Synergy_HSA=-7.33. (2) Drug 1: CCC1(CC2CC(C3=C(CCN(C2)C1)C4=CC=CC=C4N3)(C5=C(C=C6C(=C5)C78CCN9C7C(C=CC9)(C(C(C8N6C=O)(C(=O)OC)O)OC(=O)C)CC)OC)C(=O)OC)O.OS(=O)(=O)O. Drug 2: COC1=C2C(=CC3=C1OC=C3)C=CC(=O)O2. Cell line: NCI-H322M. Synergy scores: CSS=4.20, Synergy_ZIP=0.137, Synergy_Bliss=2.29, Synergy_Loewe=-0.396, Synergy_HSA=0.969. (3) Drug 1: C1=C(C(=O)NC(=O)N1)F. Drug 2: CC1=C2C(C(=O)C3(C(CC4C(C3C(C(C2(C)C)(CC1OC(=O)C(C(C5=CC=CC=C5)NC(=O)OC(C)(C)C)O)O)OC(=O)C6=CC=CC=C6)(CO4)OC(=O)C)O)C)O. Cell line: OVCAR-5. Synergy scores: CSS=43.5, Synergy_ZIP=-7.78, Synergy_Bliss=-7.32, Synergy_Loewe=-6.69, Synergy_HSA=-2.59. (4) Drug 1: C1=CC(=CC=C1CCC2=CNC3=C2C(=O)NC(=N3)N)C(=O)NC(CCC(=O)O)C(=O)O. Drug 2: CN(C(=O)NC(C=O)C(C(C(CO)O)O)O)N=O. Cell line: HL-60(TB). Synergy scores: CSS=23.7, Synergy_ZIP=-3.84, Synergy_Bliss=-12.6, Synergy_Loewe=-14.3, Synergy_HSA=-11.6. (5) Drug 2: C1=CN(C=N1)CC(O)(P(=O)(O)O)P(=O)(O)O. Synergy scores: CSS=6.03, Synergy_ZIP=0.0232, Synergy_Bliss=4.68, Synergy_Loewe=2.08, Synergy_HSA=2.86. Drug 1: C1CN1P(=S)(N2CC2)N3CC3. Cell line: HT29. (6) Drug 1: CC1CCC2CC(C(=CC=CC=CC(CC(C(=O)C(C(C(=CC(C(=O)CC(OC(=O)C3CCCCN3C(=O)C(=O)C1(O2)O)C(C)CC4CCC(C(C4)OC)OCCO)C)C)O)OC)C)C)C)OC. Drug 2: CCC1(C2=C(COC1=O)C(=O)N3CC4=CC5=C(C=CC(=C5CN(C)C)O)N=C4C3=C2)O.Cl. Cell line: MDA-MB-231. Synergy scores: CSS=18.6, Synergy_ZIP=0.642, Synergy_Bliss=2.48, Synergy_Loewe=2.49, Synergy_HSA=5.25.